From a dataset of Forward reaction prediction with 1.9M reactions from USPTO patents (1976-2016). Predict the product of the given reaction. (1) Given the reactants [CH:1]1([N:7]2[C:10](=[O:11])[C:9]([CH3:13])([CH3:12])[NH:8]2)[CH2:6][CH2:5][CH2:4][CH2:3][CH2:2]1.[CH3:14][C:15]1[CH:23]=[CH:22][C:21]([CH3:24])=[CH:20][C:16]=1[C:17](Cl)=[O:18], predict the reaction product. The product is: [CH:1]1([N:7]2[C:10](=[O:11])[C:9]([CH3:13])([CH3:12])[N:8]2[C:17]([C:16]2[CH:20]=[C:21]([CH3:24])[CH:22]=[CH:23][C:15]=2[CH3:14])=[O:18])[CH2:2][CH2:3][CH2:4][CH2:5][CH2:6]1. (2) Given the reactants Cl[C:2]1[N:3]=[C:4]([NH:18][CH2:19][CH2:20][CH3:21])[C:5]2[N:6]=[C:7]([NH:16][CH3:17])[N:8]=[C:9]([NH:12][CH2:13][CH2:14][CH3:15])[C:10]=2[N:11]=1.[CH3:22][NH:23][CH3:24], predict the reaction product. The product is: [CH3:22][N:23]([CH3:24])[C:2]1[N:3]=[C:4]([NH:18][CH2:19][CH2:20][CH3:21])[C:5]2[N:6]=[C:7]([NH:16][CH3:17])[N:8]=[C:9]([NH:12][CH2:13][CH2:14][CH3:15])[C:10]=2[N:11]=1. (3) Given the reactants C(N(CC)[C:4](=[O:20])[C:5]1[CH:10]=[CH:9][C:8]([O:11][CH2:12][CH2:13][N:14]2[CH2:19][CH2:18][O:17][CH2:16][CH2:15]2)=[CH:7][CH:6]=1)C.CN(C)CCN(C)C.[Li]C(CC)C.C1CCCCC1.[CH:42](=[O:45])[CH2:43][CH3:44].Cl.C([O-])(O)=O.[Na+], predict the reaction product. The product is: [CH2:43]([CH:42]1[C:6]2[C:5](=[CH:10][CH:9]=[C:8]([O:11][CH2:12][CH2:13][N:14]3[CH2:15][CH2:16][O:17][CH2:18][CH2:19]3)[CH:7]=2)[C:4](=[O:20])[O:45]1)[CH3:44]. (4) The product is: [Cl:1][C:2]1[CH:7]=[CH:6][C:5]([CH3:8])=[C:4]([CH2:12][C@H:13]([OH:14])[CH3:16])[CH:3]=1. Given the reactants [Cl:1][C:2]1[CH:7]=[CH:6][C:5]([CH3:8])=[C:4](I)[CH:3]=1.N#N.[CH3:12][CH2:13][OH:14].[Li][CH:16](CC)C.C1CCCCC1.B(F)(F)F.C(OCC)C, predict the reaction product.